Dataset: Catalyst prediction with 721,799 reactions and 888 catalyst types from USPTO. Task: Predict which catalyst facilitates the given reaction. Reactant: [NH2:1][C:2]1([CH2:7][OH:8])[CH2:6][CH2:5][CH2:4][CH2:3]1.C([O-])(O)=O.[Na+].O.[C:15](=O)([O:24]N1C(=O)CCC1=O)[O:16][CH2:17][C:18]1[CH:23]=[CH:22][CH:21]=[CH:20][CH:19]=1. Product: [CH2:17]([O:16][C:15](=[O:24])[NH:1][C:2]1([CH2:7][OH:8])[CH2:6][CH2:5][CH2:4][CH2:3]1)[C:18]1[CH:23]=[CH:22][CH:21]=[CH:20][CH:19]=1. The catalyst class is: 21.